This data is from Forward reaction prediction with 1.9M reactions from USPTO patents (1976-2016). The task is: Predict the product of the given reaction. The product is: [Cl:1][C:2]1[CH:37]=[CH:36][CH:35]=[CH:34][C:3]=1[CH2:4][N:5]1[C:13]2[C:12](=[O:14])[N:11]([CH3:15])[C:10]([S:16]([CH3:17])(=[O:43])=[O:42])=[N:9][C:8]=2[C:7]([C:18]#[N:19])=[C:6]1[N:20]1[CH2:25][CH2:24][CH2:23][C@@H:22]([NH:26][C:27](=[O:33])[O:28][C:29]([CH3:30])([CH3:31])[CH3:32])[CH2:21]1. Given the reactants [Cl:1][C:2]1[CH:37]=[CH:36][CH:35]=[CH:34][C:3]=1[CH2:4][N:5]1[C:13]2[C:12](=[O:14])[N:11]([CH3:15])[C:10]([S:16][CH3:17])=[N:9][C:8]=2[C:7]([C:18]#[N:19])=[C:6]1[N:20]1[CH2:25][CH2:24][CH2:23][C@@H:22]([NH:26][C:27](=[O:33])[O:28][C:29]([CH3:32])([CH3:31])[CH3:30])[CH2:21]1.C(O)(=O)C.[OH2:42].[OH:43]O, predict the reaction product.